Dataset: Catalyst prediction with 721,799 reactions and 888 catalyst types from USPTO. Task: Predict which catalyst facilitates the given reaction. (1) Reactant: I[CH2:2][CH2:3][N:4]([CH3:16])[CH:5]1[CH2:8][N:7]([C:9]([O:11][C:12]([CH3:15])([CH3:14])[CH3:13])=[O:10])[CH2:6]1.C([O-])([O-])=O.[K+].[K+].[Cl:23][C:24]1[C:29]([O:30][CH3:31])=[CH:28][C:27]([O:32][CH3:33])=[C:26]([Cl:34])[C:25]=1[C:35]1[C:46](=[O:47])[NH:45][C:38]2[N:39]=[C:40]([S:43][CH3:44])[N:41]=[CH:42][C:37]=2[CH:36]=1. Product: [Cl:23][C:24]1[C:29]([O:30][CH3:31])=[CH:28][C:27]([O:32][CH3:33])=[C:26]([Cl:34])[C:25]=1[C:35]1[C:46](=[O:47])[N:45]([CH2:2][CH2:3][N:4]([CH3:16])[CH:5]2[CH2:8][N:7]([C:9]([O:11][C:12]([CH3:15])([CH3:14])[CH3:13])=[O:10])[CH2:6]2)[C:38]2[N:39]=[C:40]([S:43][CH3:44])[N:41]=[CH:42][C:37]=2[CH:36]=1. The catalyst class is: 21. (2) Reactant: [ClH:1].[C:2]([N:6]1[CH2:11][CH2:10][N:9]([CH:12]2[CH2:29][CH2:28][C:15]3([CH2:20][CH2:19][N:18](C(OC(C)(C)C)=O)[CH2:17][CH2:16]3)[CH2:14][CH2:13]2)[CH2:8][CH2:7]1)([CH3:5])([CH3:4])[CH3:3]. Product: [ClH:1].[ClH:1].[ClH:1].[C:2]([N:6]1[CH2:11][CH2:10][N:9]([CH:12]2[CH2:29][CH2:28][C:15]3([CH2:16][CH2:17][NH:18][CH2:19][CH2:20]3)[CH2:14][CH2:13]2)[CH2:8][CH2:7]1)([CH3:5])([CH3:3])[CH3:4]. The catalyst class is: 5. (3) Reactant: CO[C:3](=[O:20])[C:4]1[CH:9]=[CH:8][C:7]([CH2:10][N:11]=[N+:12]=[N-:13])=[CH:6][C:5]=1[C:14]1[CH:19]=[CH:18][CH:17]=[CH:16][CH:15]=1.[OH-].[Na+].Cl.[CH3:24][O:25][C:26](=[O:33])[C@H:27]([CH2:29][CH2:30][S:31][CH3:32])[NH2:28].Cl.COC(=O)[C@H](CCSC)NC(=O)C1C=CC(N)=CC=1C1C=CC=CC=1. Product: [CH3:24][O:25][C:26](=[O:33])[C@H:27]([CH2:29][CH2:30][S:31][CH3:32])[NH:28][C:3](=[O:20])[C:4]1[CH:9]=[CH:8][C:7]([CH2:10][N:11]=[N+:12]=[N-:13])=[CH:6][C:5]=1[C:14]1[CH:15]=[CH:16][CH:17]=[CH:18][CH:19]=1. The catalyst class is: 5. (4) Reactant: [Br:1][C:2]1[CH:15]=[CH:14][C:13]2[O:12][C:11]3[C:6](=[CH:7][C:8]([I:16])=[CH:9][CH:10]=3)[C:5]([CH:18]=[CH2:19])(O)[C:4]=2[CH:3]=1.[NH2:20][C:21]([NH2:23])=[S:22].C(O)(C(F)(F)F)=O. Product: [Br:1][C:2]1[CH:15]=[CH:14][C:13]2[O:12][C:11]3[C:6](=[CH:7][C:8]([I:16])=[CH:9][CH:10]=3)[C:5]3([CH2:18][CH2:19][S:22][C:21]([NH2:23])=[N:20]3)[C:4]=2[CH:3]=1. The catalyst class is: 15. (5) Reactant: C([O:3][C:4](=[O:13])[CH2:5][C:6]1(O)[CH2:11][CH2:10][CH2:9][CH2:8][CH2:7]1)C.[C:14](#[N:21])[C:15]1[CH:20]=[CH:19][CH:18]=[CH:17][CH:16]=1.S(=O)(=O)(O)[OH:23]. Product: [C:14]([NH:21][C:6]1([CH2:5][C:4]([OH:3])=[O:13])[CH2:7][CH2:8][CH2:9][CH2:10][CH2:11]1)(=[O:23])[C:15]1[CH:20]=[CH:19][CH:18]=[CH:17][CH:16]=1. The catalyst class is: 6.